This data is from Full USPTO retrosynthesis dataset with 1.9M reactions from patents (1976-2016). The task is: Predict the reactants needed to synthesize the given product. (1) Given the product [CH2:1]([C:4]1[CH:9]=[CH:8][CH:7]=[C:6]([N+:10]([O-:12])=[O:11])[C:5]=1[O:13][CH2:17][CH:15]=[CH2:14])[CH:2]=[CH2:3], predict the reactants needed to synthesize it. The reactants are: [CH2:1]([C:4]1[CH:9]=[CH:8][CH:7]=[C:6]([N+:10]([O-:12])=[O:11])[C:5]=1[OH:13])[CH:2]=[CH2:3].[CH3:14][C:15]([CH3:17])=O.C(=O)([O-])[O-].[K+].[K+].ICC=C. (2) Given the product [CH3:1][O:2][C:3]1[CH:4]=[CH:5][C:6]([C:9]2[N:10]=[C:11]([C:22]3([C:28]([NH2:30])=[O:29])[CH2:27][CH2:26][N:25]([C:35](=[O:41])[N:52]([OH:53])[CH3:51])[CH2:24][CH2:23]3)[O:12][C:13]=2[C:14]2[CH:15]=[CH:16][C:17]([O:20][CH3:21])=[CH:18][CH:19]=2)=[CH:7][CH:8]=1, predict the reactants needed to synthesize it. The reactants are: [CH3:1][O:2][C:3]1[CH:8]=[CH:7][C:6]([C:9]2[N:10]=[C:11]([C:22]3([C:28]([NH2:30])=[O:29])[CH2:27][CH2:26][NH:25][CH2:24][CH2:23]3)[O:12][C:13]=2[C:14]2[CH:19]=[CH:18][C:17]([O:20][CH3:21])=[CH:16][CH:15]=2)=[CH:5][CH:4]=1.ClC(Cl)(O[C:35](=[O:41])OC(Cl)(Cl)Cl)Cl.C(N(CC)CC)C.Cl.[CH3:51][NH:52][OH:53]. (3) Given the product [NH2:9][C:8]1[C:7]2[C:6]([C:10]3[CH:15]=[CH:14][N:13]=[C:12]([Cl:16])[CH:11]=3)=[N:5][C:4]([NH:17][CH:18]3[CH2:20][CH2:19]3)=[N:3][C:2]=2[S:21][C:22]=1[C:23]([NH2:25])=[O:24], predict the reactants needed to synthesize it. The reactants are: Cl[C:2]1[C:7]([C:8]#[N:9])=[C:6]([C:10]2[CH:15]=[CH:14][N:13]=[C:12]([Cl:16])[CH:11]=2)[N:5]=[C:4]([NH:17][CH:18]2[CH2:20][CH2:19]2)[N:3]=1.[SH:21][CH2:22][C:23]([NH2:25])=[O:24].C(=O)([O-])[O-].[Na+].[Na+].[OH-].[Na+]. (4) Given the product [Br:17][CH2:16][C:13]1[CH:12]=[CH:11][C:10]([C:8]([C:5]2[CH:4]=[CH:3][C:2]([Cl:1])=[CH:7][CH:6]=2)=[O:9])=[CH:15][CH:14]=1, predict the reactants needed to synthesize it. The reactants are: [Cl:1][C:2]1[CH:7]=[CH:6][C:5]([C:8]([C:10]2[CH:15]=[CH:14][C:13]([CH3:16])=[CH:12][CH:11]=2)=[O:9])=[CH:4][CH:3]=1.[Br:17]CC1C=CC(C(C2C=CC=C(Cl)C=2)=O)=CC=1. (5) Given the product [CH2:26]([C@H:25]1[CH2:24][N:23]([CH2:30][CH2:31][CH2:32][CH2:33][CH2:34][OH:35])[C:22](=[O:43])[C@@H:21]1[CH2:20][N:19]([OH:18])[CH:1]=[O:3])[CH2:27][CH2:28][CH3:29], predict the reactants needed to synthesize it. The reactants are: [CH:1]([OH:3])=O.C(OC(=O)C)(=O)C.C([O:18][NH:19][CH2:20][C@@H:21]1[C@@H:25]([CH2:26][CH2:27][CH2:28][CH3:29])[CH2:24][N:23]([CH2:30][CH2:31][CH2:32][CH2:33][CH2:34][O:35]CC2C=CC=CC=2)[C:22]1=[O:43])C1C=CC=CC=1.C(N(CC)CC)C. (6) Given the product [F:1][C:2]1[CH:3]=[CH:4][C:5]2[N:6]([CH:10]=[N:9][N:8]=2)[CH:7]=1, predict the reactants needed to synthesize it. The reactants are: [F:1][C:2]1[CH:3]=[CH:4][C:5]([NH:8][NH2:9])=[N:6][CH:7]=1.[CH2:10](OC(OC(=O)C)OCC)C. (7) The reactants are: C(OC([N:8]1[CH2:13][CH2:12][CH2:11][CH:10]([CH3:14])[CH:9]1[C:15]([OH:17])=O)=O)(C)(C)C.C([N:20]([CH2:23][CH3:24])CC)C.ClC(OCC(C)C)=O.Cl[C:34]1[CH:35]=[C:36]([CH:41]=C[CH:43]=1)[C:37]([NH:39]O)=[NH:38]. Given the product [CH3:14][CH:10]1[CH2:11][CH2:12][CH2:13][NH:8][CH:9]1[C:15]1[O:17][N:39]=[C:37]([C:36]2[CH:41]=[C:24]([CH:43]=[CH:34][CH:35]=2)[C:23]#[N:20])[N:38]=1, predict the reactants needed to synthesize it. (8) Given the product [CH3:1][O:2][C:3]1[CH:4]=[C:5]([CH:30]=[CH:31][CH:32]=1)[CH2:6][C:7]1[C:8]2[CH2:29][N:28]([CH3:33])[CH2:27][CH2:26][C:9]=2[N:10]=[C:11]([NH:13][C:14]2[CH:15]=[CH:16][C:17]([N:20]3[CH:24]=[CH:23][N:22]=[C:21]3[CH3:25])=[CH:18][CH:19]=2)[N:12]=1, predict the reactants needed to synthesize it. The reactants are: [CH3:1][O:2][C:3]1[CH:4]=[C:5]([CH:30]=[CH:31][CH:32]=1)[CH2:6][C:7]1[C:8]2[CH2:29][NH:28][CH2:27][CH2:26][C:9]=2[N:10]=[C:11]([NH:13][C:14]2[CH:19]=[CH:18][C:17]([N:20]3[CH:24]=[CH:23][N:22]=[C:21]3[CH3:25])=[CH:16][CH:15]=2)[N:12]=1.[CH2:33]=O. (9) Given the product [OH:1][C:2]1[CH:15]=[CH:14][C:13]2[CH2:12][C:11]3[C:6](=[CH:7][CH:8]=[CH:9][CH:10]=3)[C:5](=[O:17])[C:4]=2[CH:3]=1, predict the reactants needed to synthesize it. The reactants are: [OH:1][C:2]1[CH:15]=[CH:14][C:13]2[C:12](=O)[C:11]3[C:6](=[CH:7][CH:8]=[CH:9][CH:10]=3)[C:5](=[O:17])[C:4]=2[CH:3]=1.[Sn](Cl)(Cl)(Cl)Cl. (10) Given the product [CH3:32][C:33]1[CH:34]=[C:35]([S:39][C:40]2[CH:47]=[CH:46][C:43]([CH2:44][NH:45][C:4](=[O:6])[C:3]3[CH:7]=[CH:8][CH:9]=[N:10][C:2]=3[NH2:1])=[CH:42][CH:41]=2)[CH:36]=[CH:37][CH:38]=1, predict the reactants needed to synthesize it. The reactants are: [NH2:1][C:2]1[N:10]=[CH:9][CH:8]=[CH:7][C:3]=1[C:4]([OH:6])=O.ON1C2C=CC=CC=2N=N1.CCN=C=NCCCN(C)C.[CH3:32][C:33]1[CH:34]=[C:35]([S:39][C:40]2[CH:47]=[CH:46][C:43]([CH2:44][NH2:45])=[CH:42][CH:41]=2)[CH:36]=[CH:37][CH:38]=1.C(=O)(O)[O-].[Na+].